This data is from Antibody developability classification from SAbDab with 2,409 antibodies. The task is: Regression/Classification. Given an antibody's heavy chain and light chain sequences, predict its developability. TAP uses regression for 5 developability metrics; SAbDab uses binary classification. (1) The antibody is ['QVQLVQSGAEVKKPGASVKVSCKASGYTFTSYAIHWVRQAPGQRLEWMGWIKAGNGNTRYSQKFQDRVTITRDTSTTTAYMELSSLRSEDTAVYYCALLTVLTPDDAFDIWGQGTMVTVSS', 'DIVMTQSPDSLAVSLGERATINCKSSQSVLYSSNNKNYLAWYQQKPGQPPNLLIYWASTRQSGVPDRFSGSGSGTDFTLTISSLQAEDVAVYYCHQYYSSPLTFGGGTKVEIK']. Result: 1 (developable). (2) The antibody is ['QVQLRESGPSLVKPSQTLSLTCTASGFSLSDKAVGWVRQAPGKALEWLGSIDTGGNAGYNPGLKSRLSITQDNSKSQVSLSVSTVTTEDSATYYCTTVQQKTKKSCPDGYTYDCGAARRTCCSRYDFCGYSMYARADWDWYCTANYINTYEFYVDAWGQGLLVTVSS', 'EAVLNQPSSVSGSLGQRVSITCSGSSSNVGNGYVSWYQLIPGSAPRTLIYGDTSRASGVPDRFSGSRSGNTATLTISSLQAEDEADYFCASAEDSSSNAVFGSGTTLTVL']. Result: 1 (developable). (3) The antibody is ['EVQLVESGGGLVQPKGSLKLSCAASGFTFNTYAMHWVRQAPGKGLEWVARIRSKSNKYATHYADSVKDRFTISRDDSQTMLYLQMNNLKTEDTAMYYCVREGSYYDSSYGAMDYWGQGTSVTVSS', 'QIVLTQSPAIMSASPGEKVTMTCSASSSVSYMYWYHQKPGSSPKPWIYRTSNLASGVPARFSGSGSGTSYSLSVSSVEAEDAATYYCQQYNSHPMTFGGGTKLEIK']. Result: 0 (not developable). (4) The antibody is ['QVQLQQSGAELVKPGASVKLSCTASGFNIKDTYMHWVKQRPEQGLEWIGRIDPANGNTKYDPKFQGKATITADTSSNTAYLQLSSLTSEDTAVYYCASYYGIYWGQGTTLTVSS', 'DIQMTQSPSSLSASLGERVSLTCRASQEISGYLSWLQQKPDGTIKRLIYAASTLDSGVPKRFSGSRSGSDYSLTISSLESEDFADYYCLQYASYPRTFGGGTKVEIK']. Result: 1 (developable). (5) The antibody is ['QVQLQESGPGLVKPSETLSLTCTVSGGSISNYYWSWIRQSPGKGLEWIGYISDSESTNYNPSLKSRVIISVDTSKNQLSLKLNSVTAADSAIYYCARAQQGKRIYGMVSFGEFFYYYYMDVWGKGTTVTVSS', 'LSVALGETASISCGRQALGSRAVQWYQHRPGQAPILLIYNNQDRPSGIPERFSGTPDINFGTRATLTISGVEAGDEADYYCHMWDSRSGFSWSFGGATRLTVL']. Result: 0 (not developable). (6) The antibody is ['EVQLVESGGGLVQPGGSLRLSCAASGFNLSSSYMHWVRQAPGKGLEWVASISSSYGSTYYADSVKGRFTISADTSKNTAYLQMNSLRAEDTAVYYCARTVRGSKKPYFSGWAMDYWGQGTLVTVSS', 'DIQMTQSPSSLSASVGDRVTITCRASQSVSSAVAWYQQKPGKAPKLLIYSASSLYSGVPSRFSGSRSGTDFTLTISSLQPEDFATYYCQQHGPFYWLFTFGQGTKVEIK']. Result: 0 (not developable). (7) The antibody is ['EIQLVQSGAEVKKPGSSVKVSCKASGYTFTDYYINWMRQAPGQGLEWIGWIDPGSGNTKYNEKFKGRATLTVDTSTNTAYMELSSLRSEDTAFYFCAREKTTYYYAMDYWGQGTLVTVSS', 'DIQMTQSPSTLSASVGDRVTITCRSSKSLLHSNGDTFLYWFQQKPGKAPKLLMYRMSNLASGVPSRFSGSGSGTEFTLTISSLQPDDFATYYCMQHLEYPFTFGQGTKVEVK']. Result: 0 (not developable). (8) The antibody is ['EVQLVESGGGLVQPGGSLRLSCAASGFNIKDTYIHWVRQAPGKGLEWVARIYPTNGYTRYADSVKGRFTISADTSKNTLYLQMNSLRAEDTAVYYCSRWGGDGFYAMDVWGQGTLVTVSS', 'DIQMTQSPSSLSASVGDRVTITCRASQDVNTAVAWYQQKPGKAPKLLIYSASFLESGVPSRFSGSRSGTDFTLTISSLQPEDFATYYCQQHYTTPPTFGQGTKVEIK']. Result: 1 (developable).